From a dataset of Catalyst prediction with 721,799 reactions and 888 catalyst types from USPTO. Predict which catalyst facilitates the given reaction. (1) Reactant: [N:1]1[CH:6]=[CH:5][CH:4]=[CH:3][C:2]=1[N:7]1[C:11]([NH2:12])=[CH:10][CH:9]=[N:8]1.[Cl:13][C:14]1[CH:19]=[CH:18][C:17]([S:20](Cl)(=[O:22])=[O:21])=[CH:16][CH:15]=1. Product: [Cl:13][C:14]1[CH:19]=[CH:18][C:17]([S:20]([NH:12][C:11]2[N:7]([C:2]3[CH:3]=[CH:4][CH:5]=[CH:6][N:1]=3)[N:8]=[CH:9][CH:10]=2)(=[O:22])=[O:21])=[CH:16][CH:15]=1. The catalyst class is: 17. (2) Reactant: Br[C:2]1[CH:3]=[C:4]([C@@H:8]([C:16]2[CH:21]=[CH:20][CH:19]=[CH:18][CH:17]=2)[NH:9][S@@:10]([C:12]([CH3:15])([CH3:14])[CH3:13])=[O:11])[CH:5]=[CH:6][CH:7]=1.[CH3:22][PH:23]([O-])([O-:27])[O:24][CH2:25][CH3:26].CCN(CC)CC. Product: [CH3:13][C:12]([CH3:15])([S@:10]([NH:9][C@H:8]([C:16]1[CH:21]=[CH:20][CH:19]=[CH:18][CH:17]=1)[C:4]1[CH:3]=[C:2]([P:23]([CH3:22])(=[O:27])[O:24][CH2:25][CH3:26])[CH:7]=[CH:6][CH:5]=1)=[O:11])[CH3:14]. The catalyst class is: 450. (3) Product: [CH2:1]([N:8]1[CH2:12][C@@H:11]([O:13][S:16]([CH3:15])(=[O:18])=[O:17])[C@H:10]([O:14][S:16]([CH3:15])(=[O:18])=[O:17])[CH2:9]1)[C:2]1[CH:3]=[CH:4][CH:5]=[CH:6][CH:7]=1. Reactant: [CH2:1]([N:8]1[CH2:12][C@@H:11]([OH:13])[C@H:10]([OH:14])[CH2:9]1)[C:2]1[CH:7]=[CH:6][CH:5]=[CH:4][CH:3]=1.[CH3:15][S:16](Cl)(=[O:18])=[O:17]. The catalyst class is: 4. (4) The catalyst class is: 346. Reactant: Cl.[CH:2]1([C:8]2[CH:13]=[CH:12][N:11]([CH2:14][CH2:15][C:16]([CH3:31])([S:27]([CH3:30])(=[O:29])=[O:28])[C:17]([NH:19][O:20]C3CCCCO3)=[O:18])[C:10](=[O:32])[CH:9]=2)[CH2:7][CH2:6][CH2:5][CH2:4][CH2:3]1.CO. Product: [CH:2]1([C:8]2[CH:13]=[CH:12][N:11]([CH2:14][CH2:15][C:16]([CH3:31])([S:27]([CH3:30])(=[O:29])=[O:28])[C:17]([NH:19][OH:20])=[O:18])[C:10](=[O:32])[CH:9]=2)[CH2:7][CH2:6][CH2:5][CH2:4][CH2:3]1. (5) Reactant: Cl.[CH3:2][CH:3]1[CH2:12][CH2:11][CH:10]([CH3:13])[C:9]2[CH:8]=[C:7]([C:14]3[N:15]=[C:16]([N:19]4[CH2:24][CH2:23][CH:22]([NH2:25])[CH2:21][CH2:20]4)[S:17][CH:18]=3)[CH:6]=[CH:5][C:4]1=2.[Si]([O:33][CH2:34][CH:35]=O)(C(C)(C)C)(C)C.Cl. Product: [CH3:2][CH:3]1[CH2:12][CH2:11][CH:10]([CH3:13])[C:9]2[CH:8]=[C:7]([C:14]3[N:15]=[C:16]([N:19]4[CH2:24][CH2:23][CH:22]([NH:25][CH2:35][CH2:34][OH:33])[CH2:21][CH2:20]4)[S:17][CH:18]=3)[CH:6]=[CH:5][C:4]1=2. The catalyst class is: 12. (6) Reactant: [C:1]([C:3]1[CH:8]=[CH:7][N:6]=[CH:5][CH:4]=1)#[N:2].S(=O)(=O)(O)O.[NH4+].[NH4+].[O-]S(OOS([O-])(=O)=O)(=O)=O.[CH3:26][OH:27]. Product: [OH:27][CH2:26][C:5]1[CH:4]=[C:3]([CH:8]=[CH:7][N:6]=1)[C:1]#[N:2]. The catalyst class is: 6. (7) Reactant: [Br:1][C:2]1[CH:7]=[CH:6][C:5](/[C:8](=[N:22]\[O:23][CH2:24][CH3:25])/[CH:9]2[CH2:14][CH2:13][N:12]([C:15]3([CH3:21])[CH2:20][CH2:19][NH:18][CH2:17][CH2:16]3)[CH2:11][CH2:10]2)=[CH:4][CH:3]=1.[CH3:26][N:27]1[C:35]2[CH:34]=[CH:33][CH:32]=[C:31]([C:36](O)=[O:37])[C:30]=2[CH:29]=[CH:28]1.CCN(CC)CC.CN(C(ON1N=NC2C=CC=NC1=2)=[N+](C)C)C.F[P-](F)(F)(F)(F)F. Product: [Br:1][C:2]1[CH:7]=[CH:6][C:5](/[C:8](=[N:22]\[O:23][CH2:24][CH3:25])/[CH:9]2[CH2:10][CH2:11][N:12]([C:15]3([CH3:21])[CH2:20][CH2:19][N:18]([C:36]([C:31]4[CH:32]=[CH:33][CH:34]=[C:35]5[C:30]=4[CH:29]=[CH:28][N:27]5[CH3:26])=[O:37])[CH2:17][CH2:16]3)[CH2:13][CH2:14]2)=[CH:4][CH:3]=1. The catalyst class is: 3. (8) Reactant: [OH:1][C:2]1[C:11]2[C:6](=[CH:7][C:8](/[CH:12]=[CH:13]/[CH2:14][O:15][CH3:16])=[CH:9][CH:10]=2)[C:5]([CH3:18])([CH3:17])[C:4](=[O:19])[C:3]=1[C:20]([NH:22][CH2:23][C:24]([O:26][C:27]([CH3:30])([CH3:29])[CH3:28])=[O:25])=[O:21]. Product: [OH:1][C:2]1[C:11]2[C:6](=[CH:7][C:8]([CH2:12][CH2:13][CH2:14][O:15][CH3:16])=[CH:9][CH:10]=2)[C:5]([CH3:18])([CH3:17])[C:4](=[O:19])[C:3]=1[C:20]([NH:22][CH2:23][C:24]([O:26][C:27]([CH3:30])([CH3:29])[CH3:28])=[O:25])=[O:21]. The catalyst class is: 50. (9) Reactant: Br[C:2]1[CH:3]=[N:4]C=C(C)[CH:7]=1.[CH2:23]([Sn]([CH2:23][CH2:24][CH2:25][CH3:26])([CH2:23][CH2:24][CH2:25][CH3:26])C(OCC)=C)[CH2:24][CH2:25][CH3:26].[C:27](=O)([O-])[O-].[K+].[K+].[OH2:33].CN(C=O)C. Product: [CH3:27][C:23]1[C:24]([C:25](=[O:33])[CH3:26])=[CH:7][CH:2]=[CH:3][N:4]=1. The catalyst class is: 235. (10) Reactant: [Cl:1][C:2]1[CH:22]=[CH:21][C:5]([C:6]([C:8]2[N:12]([CH3:13])[C:11]([CH2:14][C:15]([O:17][CH2:18][CH3:19])=[O:16])=[CH:10][C:9]=2[CH3:20])=[O:7])=[CH:4][CH:3]=1.[CH3:23]S(C)=O.[H-].[Na+].CI. Product: [Cl:1][C:2]1[CH:22]=[CH:21][C:5]([C:6]([C:8]2[N:12]([CH3:13])[C:11]([CH:14]([CH3:23])[C:15]([O:17][CH2:18][CH3:19])=[O:16])=[CH:10][C:9]=2[CH3:20])=[O:7])=[CH:4][CH:3]=1. The catalyst class is: 6.